From a dataset of Full USPTO retrosynthesis dataset with 1.9M reactions from patents (1976-2016). Predict the reactants needed to synthesize the given product. Given the product [CH3:26][O:27][C:28]1[CH:29]=[C:30]2[C:35](=[CH:36][C:37]=1[O:38][CH2:39][CH2:40][O:41][CH3:42])[N:34]=[CH:33][N:32]=[C:31]2[O:43][C:44]1[CH:45]=[C:46]([NH:47][C:17]([NH:16][C:9]2[CH:10]=[C:11]([C:12]([F:13])([F:14])[F:15])[N:7]([C:1]3[CH:2]=[CH:3][CH:4]=[CH:5][CH:6]=3)[N:8]=2)=[O:25])[CH:48]=[CH:49][CH:50]=1, predict the reactants needed to synthesize it. The reactants are: [C:1]1([N:7]2[C:11]([C:12]([F:15])([F:14])[F:13])=[CH:10][C:9]([NH:16][C:17](=[O:25])OC3C=CC=CC=3)=[N:8]2)[CH:6]=[CH:5][CH:4]=[CH:3][CH:2]=1.[CH3:26][O:27][C:28]1[CH:29]=[C:30]2[C:35](=[CH:36][C:37]=1[O:38][CH2:39][CH2:40][O:41][CH3:42])[N:34]=[CH:33][N:32]=[C:31]2[O:43][C:44]1[CH:45]=[C:46]([CH:48]=[CH:49][CH:50]=1)[NH2:47].